This data is from Full USPTO retrosynthesis dataset with 1.9M reactions from patents (1976-2016). The task is: Predict the reactants needed to synthesize the given product. Given the product [ClH:33].[F:27][C:22]1[CH:23]=[C:24]([F:26])[CH:25]=[C:2]([F:1])[C:3]=1[C:4]([NH:6][C:7]1[CH:12]=[CH:11][CH:10]=[C:9]([C:13]([CH:15]2[CH2:20][CH2:19][N:18]([CH3:21])[CH2:17][CH2:16]2)=[O:14])[N:8]=1)=[O:5], predict the reactants needed to synthesize it. The reactants are: [F:1][C:2]1[CH:25]=[C:24]([F:26])[CH:23]=[C:22]([F:27])[C:3]=1[C:4]([NH:6][C:7]1[CH:12]=[CH:11][CH:10]=[C:9]([C:13]([CH:15]2[CH2:20][CH2:19][N:18]([CH3:21])[CH2:17][CH2:16]2)=[O:14])[N:8]=1)=[O:5].C(OCC)C.[ClH:33].